From a dataset of Forward reaction prediction with 1.9M reactions from USPTO patents (1976-2016). Predict the product of the given reaction. (1) Given the reactants COC1C=C(OC)C=CC=1C[N:6]([C:30]1[CH:35]=[CH:34][N:33]=[CH:32][N:31]=1)[S:7]([C:10]1[CH:15]=[C:14]([F:16])[C:13]([O:17][C@@H:18]2[CH2:22][CH2:21][CH2:20][C@H:19]2[C:23]2[N:27]([CH3:28])[N:26]=[CH:25][CH:24]=2)=[CH:12][C:11]=1[F:29])(=[O:9])=[O:8].C([SiH](CC)CC)C.FC(F)(F)C(O)=O, predict the reaction product. The product is: [F:29][C:11]1[CH:12]=[C:13]([O:17][C@@H:18]2[CH2:22][CH2:21][CH2:20][C@H:19]2[C:23]2[N:27]([CH3:28])[N:26]=[CH:25][CH:24]=2)[C:14]([F:16])=[CH:15][C:10]=1[S:7]([NH:6][C:30]1[CH:35]=[CH:34][N:33]=[CH:32][N:31]=1)(=[O:8])=[O:9]. (2) Given the reactants C1(C)C=CC(S(O)(=O)=O)=CC=1.[CH2:12]([O:16][C:17]1[CH:29]=[CH:28][C:27]2[C:26]3[C:21](=[C:22]([F:34])[C:23]([CH:30](O)[CH2:31][CH3:32])=[CH:24][CH:25]=3)[CH2:20][C:19]=2[C:18]=1[F:35])[CH2:13][CH2:14][CH3:15].O, predict the reaction product. The product is: [CH2:12]([O:16][C:17]1[CH:29]=[CH:28][C:27]2[C:26]3[C:21](=[C:22]([F:34])[C:23]([CH2:30][CH2:31][CH3:32])=[CH:24][CH:25]=3)[CH2:20][C:19]=2[C:18]=1[F:35])[CH2:13][CH2:14][CH3:15]. (3) Given the reactants [Si]([O:8][CH2:9][CH2:10][C:11]1[C:12]([CH:17]([C:19]2[CH:23]=[C:22]([CH:24]3[O:28][CH2:27][CH2:26][O:25]3)[S:21][C:20]=2[Cl:29])[OH:18])=[N:13][CH:14]=[CH:15][CH:16]=1)(C(C)(C)C)(C)C.C1COCC1, predict the reaction product. The product is: [Cl:29][C:20]1[S:21][C:22]([CH:24]2[O:28][CH2:27][CH2:26][O:25]2)=[CH:23][C:19]=1[CH:17]([OH:18])[C:12]1[C:11]([CH2:10][CH2:9][OH:8])=[CH:16][CH:15]=[CH:14][N:13]=1. (4) Given the reactants Cl.O.[OH:3][B:4]1[C:8]2[CH:9]=[C:10]([O:14][C:15]3[S:16][C:17]([N+:20]([O-])=O)=[N:18][N:19]=3)[CH:11]=[C:12]([CH3:13])[C:7]=2[CH:6]([CH2:23][C:24]([O:26][CH2:27][CH3:28])=[O:25])[O:5]1, predict the reaction product. The product is: [NH2:20][C:17]1[S:16][C:15]([O:14][C:10]2[CH:11]=[C:12]([CH3:13])[C:7]3[CH:6]([CH2:23][C:24]([O:26][CH2:27][CH3:28])=[O:25])[O:5][B:4]([OH:3])[C:8]=3[CH:9]=2)=[N:19][N:18]=1. (5) The product is: [F:1][B-:2]([F:5])([F:4])[F:3].[C:31]1([N+:30]2[C:12]([C:6]3[CH:11]=[CH:10][CH:9]=[CH:8][CH:7]=3)=[CH:17][C:16]([C:18]3[CH:23]=[CH:22][CH:21]=[CH:20][CH:19]=3)=[CH:15][C:14]=2[C:24]2[CH:29]=[CH:28][CH:27]=[CH:26][CH:25]=2)[CH:36]=[CH:35][CH:34]=[CH:33][CH:32]=1. Given the reactants [F:1][B-:2]([F:5])([F:4])[F:3].[C:6]1([C:12]2[CH:17]=[C:16]([C:18]3[CH:23]=[CH:22][CH:21]=[CH:20][CH:19]=3)[CH:15]=[C:14]([C:24]3[CH:29]=[CH:28][CH:27]=[CH:26][CH:25]=3)[O+]=2)[CH:11]=[CH:10][CH:9]=[CH:8][CH:7]=1.[NH2:30][C:31]1[CH:36]=[CH:35][CH:34]=[CH:33][CH:32]=1, predict the reaction product. (6) Given the reactants Cl[C:2]1[N:3]=[C:4]([O:12][C:13]2[C:20]([CH3:21])=[CH:19][C:16]([C:17]#[N:18])=[CH:15][C:14]=2[CH3:22])[C:5]2[N:10]([CH3:11])[CH:9]=[CH:8][C:6]=2[N:7]=1.[NH2:23][C:24]1[CH:31]=[CH:30][C:27]([C:28]#[N:29])=[CH:26][CH:25]=1.C(O)(C(F)(F)F)=O, predict the reaction product. The product is: [C:28]([C:27]1[CH:30]=[CH:31][C:24]([NH:23][C:2]2[N:3]=[C:4]([O:12][C:13]3[C:20]([CH3:21])=[CH:19][C:16]([C:17]#[N:18])=[CH:15][C:14]=3[CH3:22])[C:5]3[N:10]([CH3:11])[CH:9]=[CH:8][C:6]=3[N:7]=2)=[CH:25][CH:26]=1)#[N:29]. (7) Given the reactants [C:1]([C:3]1[CH:27]=[CH:26][C:6]([O:7][C:8]2[CH:9]=[C:10]([CH:14]=[C:15]([O:17][C:18]3[CH:23]=[CH:22][C:21]([C:24]#[N:25])=[CH:20][CH:19]=3)[CH:16]=2)[C:11](O)=[O:12])=[CH:5][CH:4]=1)#[N:2].[C:28]([O:32][C:33]([N:35]1[CH2:40][CH2:39][NH:38][CH2:37][CH2:36]1)=[O:34])([CH3:31])([CH3:30])[CH3:29], predict the reaction product. The product is: [C:28]([O:32][C:33]([N:35]1[CH2:40][CH2:39][N:38]([C:11](=[O:12])[C:10]2[CH:9]=[C:8]([O:7][C:6]3[CH:26]=[CH:27][C:3]([C:1]#[N:2])=[CH:4][CH:5]=3)[CH:16]=[C:15]([O:17][C:18]3[CH:23]=[CH:22][C:21]([C:24]#[N:25])=[CH:20][CH:19]=3)[CH:14]=2)[CH2:37][CH2:36]1)=[O:34])([CH3:31])([CH3:29])[CH3:30].